This data is from Reaction yield outcomes from USPTO patents with 853,638 reactions. The task is: Predict the reaction yield, written as a fraction of the theoretical maximum amount of product (1.0 means a 100% yield; for example, 0.34 means a 34% yield). (1) The reactants are C(OC(=O)[NH:7][CH:8]1[C:26](=[O:27])[N:25]2[CH:21]([CH2:22][CH:23]([O:28][C:29]3[C:38]4[C:33](=[CH:34][CH:35]=[CH:36][CH:37]=4)[CH:32]=[CH:31][N:30]=3)[CH2:24]2)[C:20](=[O:39])[NH:19][C:18]2([C:40]([NH:42][S:43]([CH:46]3[CH2:48][CH2:47]3)(=[O:45])=[O:44])=[O:41])[CH:16]([CH2:17]2)[CH:15]=[CH:14][CH2:13][CH2:12][CH2:11][CH2:10][CH2:9]1)(C)(C)C.[ClH:50].O1CCOCC1. No catalyst specified. The product is [ClH:50].[ClH:50].[NH2:7][CH:8]1[C:26](=[O:27])[N:25]2[CH:21]([CH2:22][CH:23]([O:28][C:29]3[C:38]4[C:33](=[CH:34][CH:35]=[CH:36][CH:37]=4)[CH:32]=[CH:31][N:30]=3)[CH2:24]2)[C:20](=[O:39])[NH:19][C:18]2([C:40]([NH:42][S:43]([CH:46]3[CH2:47][CH2:48]3)(=[O:44])=[O:45])=[O:41])[CH:16]([CH2:17]2)[CH:15]=[CH:14][CH2:13][CH2:12][CH2:11][CH2:10][CH2:9]1. The yield is 0.920. (2) The reactants are [NH2:1][C:2]1[CH:3]=[N:4][O:5][C:6]=1[CH3:7].N1C=CC=CC=1.Cl[C:15]([O:17][C:18]1[CH:23]=[CH:22][CH:21]=[CH:20][CH:19]=1)=[O:16]. The catalyst is C1COCC1.C(OCC)(=O)C. The product is [CH3:7][C:6]1[O:5][N:4]=[CH:3][C:2]=1[NH:1][C:15](=[O:16])[O:17][C:18]1[CH:23]=[CH:22][CH:21]=[CH:20][CH:19]=1. The yield is 0.640. (3) The reactants are Br[C:2]1[CH:7]=[CH:6][C:5]([N:8]2[CH:12]=[C:11]([C:13](=[O:15])[CH3:14])[N:10]=[C:9]2[C:16]2[CH:21]=[CH:20][CH:19]=[CH:18][C:17]=2[Cl:22])=[CH:4][CH:3]=1.[CH3:23][S:24]([C:27]1[CH:28]=[C:29](B(O)O)[CH:30]=[CH:31][CH:32]=1)(=[O:26])=[O:25].C([O-])([O-])=O.[K+].[K+].COCCOC. The catalyst is CCOC(C)=O.O. The product is [Cl:22][C:17]1[CH:18]=[CH:19][CH:20]=[CH:21][C:16]=1[C:9]1[N:8]([C:5]2[CH:6]=[CH:7][C:2]([C:31]3[CH:30]=[CH:29][CH:28]=[C:27]([S:24]([CH3:23])(=[O:26])=[O:25])[CH:32]=3)=[CH:3][CH:4]=2)[CH:12]=[C:11]([C:13](=[O:15])[CH3:14])[N:10]=1. The yield is 0.520. (4) The reactants are [F:1][C:2]1[C:7]([CH3:8])=[CH:6][CH:5]=[CH:4][N:3]=1.[Br:9]N1C(=O)CCC1=O.C(OOC(=O)C1C=CC=CC=1)(=O)C1C=CC=CC=1.CCCCCC. The catalyst is C(Cl)(Cl)(Cl)Cl. The product is [Br:9][CH2:8][C:7]1[C:2]([F:1])=[N:3][CH:4]=[CH:5][CH:6]=1. The yield is 0.610. (5) The reactants are [Cl:1][C:2]1[CH:11]=[C:10]2[C:5]([C:6]([I:20])=[C:7]([C:13]3[CH:18]=[CH:17][CH:16]=[CH:15][C:14]=3[Cl:19])[N+:8]([O-])=[CH:9]2)=[CH:4][N:3]=1.P(Cl)(Cl)Cl. The catalyst is ClCCl. The product is [Cl:1][C:2]1[CH:11]=[C:10]2[C:5]([C:6]([I:20])=[C:7]([C:13]3[CH:18]=[CH:17][CH:16]=[CH:15][C:14]=3[Cl:19])[N:8]=[CH:9]2)=[CH:4][N:3]=1. The yield is 0.500.